This data is from Reaction yield outcomes from USPTO patents with 853,638 reactions. The task is: Predict the reaction yield, written as a fraction of the theoretical maximum amount of product (1.0 means a 100% yield; for example, 0.34 means a 34% yield). (1) The reactants are O.[Na].[CH3:3][CH:4]([C:7](=O)[CH3:8])[CH:5]=O.[C:10]([CH2:12][C:13]([NH2:15])=[O:14])#[N:11].C([O-])(=O)C.[NH2+]1CCCCC1. The catalyst is C(O)(=O)C. The product is [C:10]([C:12]1[C:13](=[O:14])[NH:15][C:7]([CH3:8])=[C:4]([CH3:5])[CH:3]=1)#[N:11]. The yield is 0.659. (2) The reactants are [F:1][C:2]1[CH:7]=[CH:6][C:5]([N:8]2[C:12]([CH2:13]Br)=[CH:11][C:10]([C:15]([F:18])([F:17])[F:16])=[N:9]2)=[CH:4][C:3]=1[C:19]#[N:20].[OH2:21]. The catalyst is CS(C)=O.[Cu-]=O. The product is [F:1][C:2]1[CH:7]=[CH:6][C:5]([N:8]2[C:12]([CH2:13][OH:21])=[CH:11][C:10]([C:15]([F:18])([F:17])[F:16])=[N:9]2)=[CH:4][C:3]=1[C:19]#[N:20]. The yield is 0.920. (3) The reactants are [OH:1][C@H:2]1[CH2:7][CH2:6][C@H:5]([N:8]2[C:13](=[O:14])[C:12]([CH:15]([C:17]3[CH:22]=[CH:21][C:20]([C:23]4[C:24]([C:29]#[N:30])=[CH:25][CH:26]=[CH:27][CH:28]=4)=[CH:19][CH:18]=3)[CH3:16])=[C:11]([CH2:31][CH2:32][CH3:33])[N:10]3[N:34]=[CH:35][CH:36]=[C:9]23)[CH2:4][CH2:3]1.C(OC(=O)C=[N+:42]=[N-])C.[C:45]([O:48]CC)(=[O:47])C.[OH2:51].[C:52]1([CH3:58])[CH:57]=CC=C[CH:53]=1. The catalyst is C([O-])(=O)C.[Rh+3].C([O-])(=O)C.C([O-])(=O)C. The product is [OH:51][C:52]([CH3:58])([CH3:57])[CH2:53][O:1][C@H:2]1[CH2:3][CH2:4][C@H:5]([N:8]2[C:13](=[O:14])[C:12]([CH:15]([C:17]3[CH:22]=[CH:21][C:20]([C:23]4[CH:28]=[CH:27][CH:26]=[CH:25][C:24]=4[C:29]4[NH:42][C:45](=[O:47])[O:48][N:30]=4)=[CH:19][CH:18]=3)[CH3:16])=[C:11]([CH2:31][CH2:32][CH3:33])[N:10]3[N:34]=[CH:35][CH:36]=[C:9]23)[CH2:6][CH2:7]1. The yield is 0.340. (4) The reactants are [F:1][C:2]1[CH:12]=[C:11]([F:13])[CH:10]=[CH:9][C:3]=1[CH:4]=[CH:5][C:6]([OH:8])=[O:7].[OH-].[Na+].[H][H]. The catalyst is [Pd]. The product is [F:1][C:2]1[CH:12]=[C:11]([F:13])[CH:10]=[CH:9][C:3]=1[CH2:4][CH2:5][C:6]([OH:8])=[O:7]. The yield is 0.850. (5) The reactants are Br[C:2]1[C:3]([NH2:9])=[N:4][CH:5]=[C:6]([CH3:8])[N:7]=1.[CH2:10]([O:12][C:13]([N:15]=[C:16]=[S:17])=[O:14])[CH3:11].C1(C)C=CC=CC=1. The catalyst is CO. The product is [CH3:8][C:6]1[N:7]=[C:2]2[S:17][C:16]([NH:15][C:13](=[O:14])[O:12][CH2:10][CH3:11])=[N:9][C:3]2=[N:4][CH:5]=1. The yield is 0.631. (6) The reactants are [F-].[K+].[C:3]([O:7][C:8](=[O:26])[CH2:9][C@H:10]([NH:15][C:16]([O:18][CH2:19][C:20]1[CH:25]=[CH:24][CH:23]=[CH:22][CH:21]=1)=[O:17])[C:11](=[O:14])[CH2:12]Br)([CH3:6])([CH3:5])[CH3:4].[F:27][C:28]1[C:33]([F:34])=[CH:32][C:31]([F:35])=[C:30]([F:36])[C:29]=1[OH:37]. The catalyst is CN(C=O)C. The product is [C:3]([O:7][C:8](=[O:26])[CH2:9][C@H:10]([NH:15][C:16]([O:18][CH2:19][C:20]1[CH:25]=[CH:24][CH:23]=[CH:22][CH:21]=1)=[O:17])[C:11](=[O:14])[CH2:12][O:37][C:29]1[C:30]([F:36])=[C:31]([F:35])[CH:32]=[C:33]([F:34])[C:28]=1[F:27])([CH3:6])([CH3:5])[CH3:4]. The yield is 0.960. (7) The reactants are [CH:1]1([NH2:7])[CH2:6][CH2:5][CH2:4][CH2:3][CH2:2]1.ClC([O:12][C:13](=O)[O:14][C@H:15]1[CH2:20][CH2:19][CH2:18][N:17]([C:21](=[O:29])[C:22]2[CH:27]=[CH:26][C:25]([F:28])=[CH:24][CH:23]=2)[CH2:16]1)(Cl)Cl. The catalyst is C(Cl)Cl. The product is [F:28][C:25]1[CH:24]=[CH:23][C:22]([C:21]([N:17]2[CH2:18][CH2:19][CH2:20][C@H:15]([O:14][C:13](=[O:12])[NH:7][CH:1]3[CH2:6][CH2:5][CH2:4][CH2:3][CH2:2]3)[CH2:16]2)=[O:29])=[CH:27][CH:26]=1. The yield is 0.290.